Dataset: Forward reaction prediction with 1.9M reactions from USPTO patents (1976-2016). Task: Predict the product of the given reaction. The product is: [NH2:18][C:23]([C:22]1[C:26](=[O:20])[NH:8][C:9]2[C:4]([CH:5]=1)=[CH:3][C:2]([Cl:19])=[CH:11][CH:10]=2)([CH3:15])[CH3:24]. Given the reactants Cl[C:2]1[CH:3]=[C:4]2[C:9](=[CH:10][CH:11]=1)[NH:8]C(=O)C(C#N)=[CH:5]2.[CH3:15][Mg]Br.[NH4+:18].[Cl-:19].[OH-:20].[Na+].[CH2:22]1[CH2:26]O[CH2:24][CH2:23]1, predict the reaction product.